This data is from Catalyst prediction with 721,799 reactions and 888 catalyst types from USPTO. The task is: Predict which catalyst facilitates the given reaction. Reactant: F[C:2]1[CH:9]=[C:8]([O:10][CH3:11])[C:7]([O:12][CH3:13])=[CH:6][C:3]=1[CH:4]=O.[SH:14][CH2:15][C:16]([O:18][CH3:19])=[O:17].C(=O)([O-])[O-].[K+].[K+]. Product: [CH3:13][O:12][C:7]1[C:8]([O:10][CH3:11])=[CH:9][C:2]2[S:14][C:15]([C:16]([O:18][CH3:19])=[O:17])=[CH:4][C:3]=2[CH:6]=1. The catalyst class is: 3.